From a dataset of Reaction yield outcomes from USPTO patents with 853,638 reactions. Predict the reaction yield, written as a fraction of the theoretical maximum amount of product (1.0 means a 100% yield; for example, 0.34 means a 34% yield). (1) The reactants are [F:1][C:2]1[C:10]2[CH2:9][CH2:8][CH2:7][CH2:6][C:5]=2[N:4]2[CH2:11][CH2:12][N:13]([C:16]3[N:23]=[CH:22][CH:21]=[C:20]([C:24]4[CH:29]=[C:28]([NH:30][C:31]5[CH:40]=[C:34]6[CH2:35][N:36]([CH3:39])[CH2:37][CH2:38][N:33]6[N:32]=5)[C:27](=[O:41])[N:26]([CH3:42])[CH:25]=4)[C:17]=3[CH:18]=[O:19])[C:14](=[O:15])[C:3]=12.[BH4-].[Na+].O. The catalyst is CO. The product is [F:1][C:2]1[C:10]2[CH2:9][CH2:8][CH2:7][CH2:6][C:5]=2[N:4]2[CH2:11][CH2:12][N:13]([C:16]3[C:17]([CH2:18][OH:19])=[C:20]([C:24]4[CH:29]=[C:28]([NH:30][C:31]5[CH:40]=[C:34]6[CH2:35][N:36]([CH3:39])[CH2:37][CH2:38][N:33]6[N:32]=5)[C:27](=[O:41])[N:26]([CH3:42])[CH:25]=4)[CH:21]=[CH:22][N:23]=3)[C:14](=[O:15])[C:3]=12. The yield is 0.670. (2) The reactants are [F:1][C:2]1[CH:7]=[C:6]([C:8]2[CH:13]=[CH:12][N:11]=[C:10]3[NH:14][C:15]([C:17]4[CH:18]=[N:19][N:20]([CH3:22])[CH:21]=4)=[N:16][C:9]=23)[CH:5]=[CH:4][C:3]=1[CH2:23][NH2:24].[C:25]([O:29][CH:30]1[CH2:33][CH:32]([C:34](O)=[O:35])[CH2:31]1)([CH3:28])([CH3:27])[CH3:26].CN(C(ON1N=NC2C=CC=NC1=2)=[N+](C)C)C.F[P-](F)(F)(F)(F)F.CCN(C(C)C)C(C)C. The catalyst is CN(C)C=O. The product is [C:25]([O:29][CH:30]1[CH2:33][CH:32]([C:34]([NH:24][CH2:23][C:3]2[CH:4]=[CH:5][C:6]([C:8]3[CH:13]=[CH:12][N:11]=[C:10]4[NH:14][C:15]([C:17]5[CH:18]=[N:19][N:20]([CH3:22])[CH:21]=5)=[N:16][C:9]=34)=[CH:7][C:2]=2[F:1])=[O:35])[CH2:31]1)([CH3:28])([CH3:27])[CH3:26]. The yield is 0.130. (3) The reactants are [CH3:1][O:2][C:3]([CH2:5][O:6][C:7]1[CH:12]=[CH:11][C:10]([OH:13])=[CH:9][C:8]=1[N+:14]([O-:16])=[O:15])=[O:4].[C:17]([O:21][C:22]([N:24]1[CH2:29][CH2:28][CH:27](O)[CH2:26][CH2:25]1)=[O:23])([CH3:20])([CH3:19])[CH3:18].C1(P(C2C=CC=CC=2)C2C=CC=CC=2)C=CC=CC=1.N(C(OC(C)C)=O)=NC(OC(C)C)=O. The catalyst is O1CCCC1. The product is [C:17]([O:21][C:22]([N:24]1[CH2:29][CH2:28][CH:27]([O:13][C:10]2[CH:11]=[CH:12][C:7]([O:6][CH2:5][C:3]([O:2][CH3:1])=[O:4])=[C:8]([N+:14]([O-:16])=[O:15])[CH:9]=2)[CH2:26][CH2:25]1)=[O:23])([CH3:20])([CH3:18])[CH3:19]. The yield is 0.930. (4) The reactants are [Br:1][C:2]1[CH:3]=[N:4][N:5]([CH2:7][C:8]2[CH:9]=[C:10]([CH:14]=[CH:15][CH:16]=2)[C:11](O)=[O:12])[CH:6]=1.C[N:18]1CCOCC1.ClC(OCC(C)C)=O.[OH-].[NH4+]. The catalyst is C1COCC1. The product is [Br:1][C:2]1[CH:3]=[N:4][N:5]([CH2:7][C:8]2[CH:9]=[C:10]([CH:14]=[CH:15][CH:16]=2)[C:11]([NH2:18])=[O:12])[CH:6]=1. The yield is 0.940. (5) The reactants are [CH3:1][O:2][C:3]1[CH:8]=[C:7]([O:9][CH3:10])[C:6]([O:11][CH3:12])=[CH:5][C:4]=1[CH2:13][CH2:14][CH3:15].C(C1C(=O)C(Cl)=C(Cl)C(=[O:21])C=1C#N)#N.C1(C=CC(O)=CC=1)O. The catalyst is O1CCOCC1.C(O)(=O)C. The product is [CH3:1][O:2][C:3]1[CH:8]=[C:7]([O:9][CH3:10])[C:6]([O:11][CH3:12])=[CH:5][C:4]=1[CH:13]=[CH:14][CH:15]=[O:21]. The yield is 0.820. (6) The reactants are [Br:1][C:2]1[CH:3]=[N:4][C:5]([NH:8][CH:9]2[CH2:14][CH2:13][C:12]([CH3:20])([C:15]([O:17][CH2:18][CH3:19])=[O:16])[CH2:11][CH2:10]2)=[N:6][CH:7]=1.[H-].[Na+].CI.[CH3:25]CCCCC. The catalyst is C1COCC1. The product is [Br:1][C:2]1[CH:7]=[N:6][C:5]([N:8]([CH3:25])[CH:9]2[CH2:10][CH2:11][C:12]([CH3:20])([C:15]([O:17][CH2:18][CH3:19])=[O:16])[CH2:13][CH2:14]2)=[N:4][CH:3]=1. The yield is 0.240. (7) The reactants are [CH2:1]([O:8][C:9]([N:11]1[CH2:14][CH:13]([C:15]([OH:17])=O)[CH2:12]1)=[O:10])[C:2]1[CH:7]=[CH:6][CH:5]=[CH:4][CH:3]=1.CCN(C(C)C)C(C)C.CN(C(ON1N=NC2C=CC=NC1=2)=[N+](C)C)C.F[P-](F)(F)(F)(F)F.[Si:51]([O:58][C@H:59]([C:76]1[CH:85]=[CH:84][C:83]([OH:86])=[C:82]2[C:77]=1[CH:78]=[CH:79][C:80](=[O:87])[NH:81]2)[CH2:60][N:61]([CH2:69][CH:70]1[CH2:75][CH2:74][NH:73][CH2:72][CH2:71]1)[C:62](=[O:68])[O:63][C:64]([CH3:67])([CH3:66])[CH3:65])([C:54]([CH3:57])([CH3:56])[CH3:55])([CH3:53])[CH3:52]. The catalyst is CN(C=O)C.C(OCC)(=O)C. The product is [C:64]([O:63][C:62]([N:61]([CH2:69][CH:70]1[CH2:71][CH2:72][N:73]([C:15]([CH:13]2[CH2:12][N:11]([C:9]([O:8][CH2:1][C:2]3[CH:3]=[CH:4][CH:5]=[CH:6][CH:7]=3)=[O:10])[CH2:14]2)=[O:17])[CH2:74][CH2:75]1)[CH2:60][C@H:59]([O:58][Si:51]([C:54]([CH3:57])([CH3:55])[CH3:56])([CH3:52])[CH3:53])[C:76]1[CH:85]=[CH:84][C:83]([OH:86])=[C:82]2[C:77]=1[CH:78]=[CH:79][C:80](=[O:87])[NH:81]2)=[O:68])([CH3:65])([CH3:66])[CH3:67]. The yield is 1.00. (8) The product is [Br:27][C:8]1[CH:9]=[C:10]([C:14]([F:26])([C:19]([F:25])([F:24])[C:20]([F:23])([F:22])[F:21])[C:15]([F:18])([F:17])[F:16])[CH:11]=[C:12]([Br:13])[C:7]=1[NH:6][C:4](=[O:5])[C:3]1[CH:28]=[CH:29][CH:30]=[C:31]([N+:32]([O-:34])=[O:33])[C:2]=1[F:35]. The catalyst is CS(C)=O. The yield is 0.460. The reactants are Cl[C:2]1[C:31]([N+:32]([O-:34])=[O:33])=[CH:30][CH:29]=[CH:28][C:3]=1[C:4]([NH:6][C:7]1[C:12]([Br:13])=[CH:11][C:10]([C:14]([F:26])([C:19]([F:25])([F:24])[C:20]([F:23])([F:22])[F:21])[C:15]([F:18])([F:17])[F:16])=[CH:9][C:8]=1[Br:27])=[O:5].[F-:35].[K+].